Dataset: Experimentally validated miRNA-target interactions with 360,000+ pairs, plus equal number of negative samples. Task: Binary Classification. Given a miRNA mature sequence and a target amino acid sequence, predict their likelihood of interaction. (1) The miRNA is hsa-miR-6811-5p with sequence AUGCAGGCCUGUGUACAGCACU. The protein sequence of the target gene is MFQLPILNFSPQQVAGVCETLEESGDVERLGRFLWSLPVAPAACEALNKNESVLRARAIVAFHGGNYRELYHILENHKFTKESHAKLQALWLEAHYQEAEKLRGRPLGPVDKYRVRKKFPLPRTIWDGEQKTHCFKERTRHLLREWYLQDPYPNPSKKRELAQATGLTPTQVGNWFKNRRQRDRAAAAKNRLQQQVLSQGSGRALRAEGDGTPEVLGVATSPAASLSSKAATSAISITSSDSECDI. Result: 1 (interaction). (2) The miRNA is hsa-miR-144-5p with sequence GGAUAUCAUCAUAUACUGUAAG. The protein sequence of the target gene is MPGLGRRAQWLCWWWGLLCSCGPPPLRPPLPVAAAAAGGQLLGAGGSPVRAEQPPPQSSSSGFLYRRLKTHEKREMQKEILSVLGLPHRPRPLHGLQQPQPPVLPPQQQQQQQQQQTAREEPPPGRLKSAPLFMLDLYNALSNDDEEDGASEGVGQEPGSHGGASSSQLRQPSPGAAHSLNRKSLLAPGPGGGASPLTSAQDSAFLNDADMVMSFVNLVEYDKEFSPHQRHHKEFKFNLSQIPEGEAVTAAEFRVYKDCVVGSFKNQTFLISIYQVLQEHQHRDSDLFLLDTRVVWASEE.... Result: 0 (no interaction). (3) The miRNA is hsa-miR-6751-5p with sequence UUGGGGGUGAGGUUGGUGUCUGG. The protein sequence of the target gene is MEHPSKMEFFQKLGYDREDVLRVLGKLGEGALVNDVLQELIRTGSRPGALEHPAAPRLVPRGSCGVPDSAQRGPGTALEEDFRTLASSLRPIVIDGSNVAMSHGNKETFSCRGIKLAVDWFRDRGHTYIKVFVPSWRKDPPRADTPIREQHVLAELERQAVLVYTPSRKVHGKRLVCYDDRYIVKVAYEQDGVIVSNDNYRDLQSENPEWKWFIEQRLLMFSFVNDRFMPPDDPLGRHGPSLSNFLSRKPKPPEPSWQHCPYGKKCTYGIKCKFYHPERPHHAQLAVADELRAKTGARPG.... Result: 1 (interaction). (4) The miRNA is hsa-miR-548az-3p with sequence AAAAACUGCAAUCACUUUUGC. The protein sequence of the target gene is MGLWGQSVPTASSARAGRYPGARTASGTRPWLLDPKILKFVVFIVAVLLPVRVDSATIPRQDEVPQQTVAPQQQRRSLKEEECPAGSHRSEYTGACNPCTEGVDYTIASNNLPSCLLCTVCKSGQTNKSSCTTTRDTVCQCEKGSFQDKNSPEMCRTCRTGCPRGMVKVSNCTPRSDIKCKNESAASSTGKTPAAEETVTTILGMLASPYHYLIIIVVLVIILAVVVVGFSCRKKFISYLKGICSGGGGGPERVHRVLFRRRSCPSRVPGAEDNARNETLSNRYLQPTQVSEQEIQGQEL.... Result: 1 (interaction). (5) The miRNA is hsa-miR-6771-5p with sequence CUCGGGAGGGCAUGGGCCAGGC. The protein sequence of the target gene is MDGVSSEANEENDNIERPVRRRHSSILKPPRSPLQDLRGGNERVQESNALRNKKNSRRVSFADTIKVFQTESHMKIVRKSEMEGCSAMVPSQLQLLPPGFKRFSCLSLPETETGENLLLIQNKKLEDNYCEITGMNTLLSAPIHTQMQQKEFSIIEHTRERKHANDQTVIFSDENQMDLTSSHTVMITKGLLDNPISEKSTKIDTTSFLANLKLHTEDSRMKKEVNFSVDQNTSSENKIDFNDFIKRLKTGKCSAFPDVPDKENFEIPIYSKEPNSASSTHQMHVSLKEDENNSNITRLF.... Result: 1 (interaction).